Predict the reactants needed to synthesize the given product. From a dataset of Full USPTO retrosynthesis dataset with 1.9M reactions from patents (1976-2016). (1) Given the product [C:29]([C:27]1[CH:26]=[CH:25][C:20]([C:21]([O:23][CH3:24])=[O:22])=[C:19]([NH:18][CH2:1][CH3:2])[CH:28]=1)#[N:30], predict the reactants needed to synthesize it. The reactants are: [CH:1](=O)[CH3:2].C(O[BH-](OC(=O)C)OC(=O)C)(=O)C.[Na+].[NH2:18][C:19]1[CH:28]=[C:27]([C:29]#[N:30])[CH:26]=[CH:25][C:20]=1[C:21]([O:23][CH3:24])=[O:22].C(=O)([O-])O.[Na+]. (2) The reactants are: [C:1]([C:5]1[O:9][C:8]([NH:10][C:11]2[CH:12]=[CH:13][CH:14]=[C:15]3[C:20]=2[CH2:19][C:18](=[O:21])[CH2:17][CH2:16]3)=[N:7][CH:6]=1)([CH3:4])([CH3:3])[CH3:2].C1(C2OC(NC3C=CC=C4C=3CC(O)CC4)=NC=2)C=CC=CC=1. Given the product [C:1]([C:5]1[O:9][C:8]([NH:10][C:11]2[CH:12]=[CH:13][CH:14]=[C:15]3[C:20]=2[CH2:19][CH:18]([OH:21])[CH2:17][CH2:16]3)=[N:7][CH:6]=1)([CH3:4])([CH3:2])[CH3:3], predict the reactants needed to synthesize it.